From a dataset of Human Reference Interactome with 51,813 positive PPI pairs across 8,248 proteins, plus equal number of experimentally-validated negative pairs. Binary Classification. Given two protein amino acid sequences, predict whether they physically interact or not. (1) Protein 1 (ENSG00000151692) has sequence MTTTRYRPTWDLALDPLVSCKLCLGEYPVEQMTTIAQCQCIFCTLCLKQYVELLIKEGLETAISCPDAACPKQGHLQENEIECMVAAEIMQRYKKLQFEREVLFDPCRTWCPASTCQAVCQLQDVGLQTPQPVQCKACRMEFCSTCKASWHPGQGCPETMPITFLPGETSAAFKMEEDDAPIKRCPKCKVYIERDEGCAQMMCKNCKHAFCWYCLESLDDDFLLIHYDKGPCRNKLGHSRASVIWHRTQVVGIFAGFGLLLLVASPFLLLATPFVLCCKCKCSKGDDDPLPT*MTTTRYR.... Protein 2 (ENSG00000008282) has sequence MAPNIYLVRQRISRLGQRMSGFQINLNPLKEPLGFIKVLEWIASIFAFATCGGFKGQTEIQVNCPPAVTENKTVTATFGYPFRLNEASFQPPPGVNICDVNWKDYVLIGDYSSSAQFYVTFAVFVFLYCIAALLLYVGYTSLYLDSRKLPMIDFVVTLVATFLWLVSTSAWAKALTDIKIATGHNIIDELPPCKKKAVLCYFGSVTSMGSLNVSVIFGFLNMILWGGNAWFVYKETSLHSPSNTSAPHSQGGIPPPTGI*MSGFQINLNPLKEPLGFIKVLEWIASIFAFATCGGFKGQT.... Result: 0 (the proteins do not interact). (2) Protein 1 (ENSG00000152465) has sequence MAEDSESAASQQSLELDDQDTCGIDGDNEEETEHAKGSPGGYLGAKKKKKKQKRKKEKPNSGGTKSDSASDSQEIKIQQPSKNPSVPMQKLQDIQRAMELLSACQGPARNIDEAAKHRYQFWDTQPVPKLDEVITSHGAIEPDKDNVRQEPYSLPQGFMWDTLDLSDAEVLKELYTLLNENYVEDDDNMFRFDYSPEFLLWALRPPGWLLQWHCGVRVSSNKKLVGFISAIPANIRIYDSVKKMVEINFLCVHKKLRSKRVAPVLIREITRRVNLEGIFQAVYTAGVVLPKPIATCRYWH.... Protein 2 (ENSG00000174236) has sequence MGQKASQQLALKDSKEVPVVCEVVSEAIVHAAQKLKEYLGFEYPPSKLCPAANTLNEIFLIHFITFCQEKGVDEWLTTTKMTKHQAFLFGADWIWTFWGSNKQIKLQLAVQTLQMSSPPPVESKPCDLSNPESRVEESSWKKSRFDKLEEFCNLIGEDCLGLFIIFGMPGKPKDIRGVVLDSVKSQMVRSHLPGGKAVAQFVLETEDCVFIKELLRNCLSKKDGLREVGKVYISIL*. Result: 0 (the proteins do not interact). (3) Protein 1 (ENSG00000105507) has sequence MQFPMGPACIFLRKGIAEKQRERPLGQDEIEELREAFLEFDKDRDGFISCKDLGNLMRTMGYMPTEMELIELGQQIRMNLGGRVDFDDFVELMTPKLLAETAGMIGVQEMRDAFKEFDTNGDGEITLVELQQAMQRLLGERLTPREISEVVREADVNGDGTVDFEEFVKMMSR*. Protein 2 (ENSG00000169548) has sequence MGDIFLCKKVESPKKNLRESKQREEDDEDPDLIYVGVEHVHRDAEVLFVGMISNSKPVVSNILNRVTPGSNSRRKKGHFRQYPAHVSQPANHVTSMAKAIMPVSLSEGRSTDSPVTMKSSSEPGYKMSSPQVVSPSSSDSLPPGTQCLVGAMVSGGGRNESSPDSKRLSTSDINSRDSKRVKLRDGIPGVPSLAVVPSDMSSTISTNTPSQGICNSSNHVQNGVTFPWPDANGKAHFNLTDPERASESALAMTDISSLASQNKTFDPKKENPIVLLSDFYYGQHKGDGQPEQKTHTTFKC.... Result: 1 (the proteins interact). (4) Protein 1 (ENSG00000183513) has sequence MPKYYEDKPQGGACAGLKEDLGACLLQSDCVVQEGKSPRQCLKEGYCNSLKYAFFECKRSVLDNRARFRGRKGY*MPKYYEDKPQGGACAGLKEDLGACLLQSDCVVQEGKSPRQCLKEGYCNSLKYAFFECKRSVMESRSVARAGVQ*. Protein 2 (ENSG00000155744) has sequence MLGTDRCVVEEWLSEFKALPDTQITSYAATLHRKKTLVPALYKVIQDSNNEIQPPRVPLLCTGVSLKKFSSWSLSAISCLSSIVAQRFDLRGSHCSSCQN*MLGTDRCVVEEWLSEFKALPDTQITSYAATLHRKKTLVPALYKVIQDSNNELLEPVCHQLFELYRSSEVRLKRFTLQFLPELMWVYLRLTVSRDRQSNGCIEALLLGIYNLEIADKDGNNKVLSFTIPSLSKPSIYHEPSTIGSMALTEGALCQHDLIRVVYSDLHPQRETFTAQNRFEVLSFLMLCYNSAIVYMPASS.... Result: 0 (the proteins do not interact).